Task: Predict the reactants needed to synthesize the given product.. Dataset: Full USPTO retrosynthesis dataset with 1.9M reactions from patents (1976-2016) Given the product [CH3:1][O:2][C:3]([C:4]1[N:16]=[C:17]([NH2:19])[S:18][C:5]=1[C:6]1[CH:11]=[CH:10][C:9]([F:12])=[CH:8][CH:7]=1)=[O:15], predict the reactants needed to synthesize it. The reactants are: [CH3:1][O:2][C:3](=[O:15])[C:4](=O)[CH:5](Cl)[C:6]1[CH:11]=[CH:10][C:9]([F:12])=[CH:8][CH:7]=1.[NH2:16][C:17]([NH2:19])=[S:18].